Dataset: Reaction yield outcomes from USPTO patents with 853,638 reactions. Task: Predict the reaction yield, written as a fraction of the theoretical maximum amount of product (1.0 means a 100% yield; for example, 0.34 means a 34% yield). (1) The reactants are [Cl:1][C:2]1[CH:30]=[CH:29][C:5]([CH2:6][C:7]2[C:8]([C:27]#[N:28])=[C:9]([C:17]3[CH:22]=[CH:21][N:20]=[C:19]([NH:23]C(=O)C)[CH:18]=3)[S:10][C:11]=2[C:12]2[NH:16][CH:15]=[N:14][N:13]=2)=[CH:4][CH:3]=1.[OH-].[Na+]. The catalyst is O1CCCC1. The product is [NH2:23][C:19]1[CH:18]=[C:17]([C:9]2[S:10][C:11]([C:12]3[NH:16][CH:15]=[N:14][N:13]=3)=[C:7]([CH2:6][C:5]3[CH:4]=[CH:3][C:2]([Cl:1])=[CH:30][CH:29]=3)[C:8]=2[C:27]#[N:28])[CH:22]=[CH:21][N:20]=1. The yield is 0.300. (2) The reactants are [Br:1][C:2]1[CH:7]=[CH:6][C:5](F)=[CH:4][C:3]=1[CH:9]([F:11])[F:10].[CH2:12]([S-:14])[CH3:13].[Na+].O. The catalyst is CS(C)=O. The product is [Br:1][C:2]1[CH:7]=[CH:6][C:5]([S:14][CH2:12][CH3:13])=[CH:4][C:3]=1[CH:9]([F:11])[F:10]. The yield is 0.280. (3) The reactants are [CH2:1]([O:8][C:9]1[C:13]([O:14][CH2:15]C2C=CC=CC=2)=[C:12]([C:22](=[O:26])[N:23]([CH3:25])[CH3:24])[N:11]([C:27]2[CH:32]=[CH:31][C:30]([O:33][CH3:34])=[CH:29][CH:28]=2)[C:10]=1[C:35]([O:37]CC)=O)[C:2]1[CH:7]=[CH:6][CH:5]=[CH:4][CH:3]=1.[CH3:40][N:41]1[CH2:46][CH2:45][NH:44][CH2:43][CH2:42]1.[CH:47]([Mg]Cl)([CH3:49])[CH3:48].[CH2:52]1[CH2:56]OC[CH2:53]1. No catalyst specified. The product is [CH2:15]([O:14][C:13]1[C:9]([O:8][CH2:1][C:2]2[CH:3]=[CH:4][CH:5]=[CH:6][CH:7]=2)=[C:10]([C:35]([N:44]2[CH2:45][CH2:46][N:41]([CH3:40])[CH2:42][CH2:43]2)=[O:37])[N:11]([C:27]2[CH:32]=[CH:31][C:30]([O:33][CH3:34])=[CH:29][CH:28]=2)[C:12]=1[C:22]([N:23]([CH3:24])[CH3:25])=[O:26])[C:47]1[CH:49]=[CH:56][CH:52]=[CH:53][CH:48]=1. The yield is 0.790. (4) The reactants are Cl[CH2:2][C:3](Cl)=[O:4].[CH3:6][C@@H:7]([O:11][C:12]1[CH:21]=[CH:20][CH:19]=[C:18]2[C:13]=1[C:14]([NH:22][C:23]1[CH:28]=[CH:27][C:26]([O:29][C:30]3[CH:31]=[N:32][C:33]([CH3:36])=[CH:34][CH:35]=3)=[C:25]([CH3:37])[CH:24]=1)=[N:15][CH:16]=[N:17]2)[CH2:8][NH:9][CH3:10].C[CH2:39][N:40](C(C)C)[CH:41](C)C.CNC. The catalyst is C(Cl)Cl.C1COCC1. The product is [CH3:10][N:9]([CH2:8][C@H:7]([O:11][C:12]1[CH:21]=[CH:20][CH:19]=[C:18]2[C:13]=1[C:14]([NH:22][C:23]1[CH:28]=[CH:27][C:26]([O:29][C:30]3[CH:31]=[N:32][C:33]([CH3:36])=[CH:34][CH:35]=3)=[C:25]([CH3:37])[CH:24]=1)=[N:15][CH:16]=[N:17]2)[CH3:6])[C:3](=[O:4])[CH2:2][N:40]([CH3:41])[CH3:39]. The yield is 0.410. (5) The reactants are [Al+3].[Cl-].[Cl-].[Cl-].[Cl:5][CH2:6][CH2:7][CH2:8][C:9](Cl)=[O:10].[C:12]1([CH3:18])[CH:17]=[CH:16][CH:15]=[CH:14][CH:13]=1. No catalyst specified. The product is [Cl:5][CH2:6][CH2:7][CH2:8][C:9]([C:15]1[CH:16]=[CH:17][C:12]([CH3:18])=[CH:13][CH:14]=1)=[O:10]. The yield is 0.950. (6) The reactants are [CH3:1][C:2]1[CH:3]=[C:4]2[C:9](=[CH:10][CH:11]=1)[O:8][CH2:7][CH2:6][C:5]2=[O:12].CC1(C)N([Br:19])C(=O)N(Br)C1=O.N(C(C)(C)C#N)=NC(C)(C)C#N. The catalyst is ClC1C=CC=CC=1. The product is [Br:19][CH2:1][C:2]1[CH:3]=[C:4]2[C:9](=[CH:10][CH:11]=1)[O:8][CH2:7][CH2:6][C:5]2=[O:12]. The yield is 0.730.